This data is from Full USPTO retrosynthesis dataset with 1.9M reactions from patents (1976-2016). The task is: Predict the reactants needed to synthesize the given product. The reactants are: [CH2:1]([C@@:4]1([C:27]2[CH:32]=[CH:31][C:30]([F:33])=[CH:29][CH:28]=2)[O:9][C:8](=[O:10])[N:7]([C@H:11]([C:13]2[CH:18]=[CH:17][C:16]([C:19]3[C:20](=[O:26])[N:21]([CH3:25])[CH:22]=[CH:23][CH:24]=3)=[CH:15][CH:14]=2)[CH3:12])[CH2:6][CH2:5]1)[CH:2]=[CH2:3].C(BC(C(C)C)C)(C(C)C)C.C1C[O:48]CC1. Given the product [F:33][C:30]1[CH:31]=[CH:32][C:27]([C@:4]2([CH2:1][CH2:2][CH2:3][OH:48])[O:9][C:8](=[O:10])[N:7]([C@H:11]([C:13]3[CH:14]=[CH:15][C:16]([C:19]4[C:20](=[O:26])[N:21]([CH3:25])[CH:22]=[CH:23][CH:24]=4)=[CH:17][CH:18]=3)[CH3:12])[CH2:6][CH2:5]2)=[CH:28][CH:29]=1, predict the reactants needed to synthesize it.